Dataset: Catalyst prediction with 721,799 reactions and 888 catalyst types from USPTO. Task: Predict which catalyst facilitates the given reaction. (1) Reactant: [N+:1]([O-:4])([O-])=[O:2].[Na+].[CH3:6][C:7]1[C:15]([CH3:17])([CH3:16])[C:14]2[C:9](=[CH:10][CH:11]=[CH:12][CH:13]=2)[N:8]=1.[OH-].[Na+]. Product: [N+:1]([C:12]1[CH:13]=[C:14]2[C:9](=[CH:10][CH:11]=1)[N:8]=[C:7]([CH3:6])[C:15]2([CH3:17])[CH3:16])([O-:4])=[O:2]. The catalyst class is: 445. (2) Reactant: [CH3:1][C:2]1[O:6][C:5]([C:7]2[CH:12]=[CH:11][CH:10]=[CH:9][CH:8]=2)=[N:4][C:3]=1[CH2:13][CH2:14][O:15]S(C1C=CC(C)=CC=1)(=O)=O.C([O:28][C:29](=[O:51])[C:30]([CH3:50])([O:39][C:40]1[CH:41]=[C:42]2[C:47](=[CH:48][CH:49]=1)[N:46]=[CH:45][CH:44]=[CH:43]2)[CH2:31][C:32]1[CH:37]=[CH:36][C:35](O)=[CH:34][CH:33]=1)C.C([O-])([O-])=O.[K+].[K+].[OH-].[Na+]. Product: [CH3:50][C:30]([O:39][C:40]1[CH:41]=[C:42]2[C:47](=[CH:48][CH:49]=1)[N:46]=[CH:45][CH:44]=[CH:43]2)([CH2:31][C:32]1[CH:33]=[CH:34][C:35]([O:15][CH2:14][CH2:13][C:3]2[N:4]=[C:5]([C:7]3[CH:8]=[CH:9][CH:10]=[CH:11][CH:12]=3)[O:6][C:2]=2[CH3:1])=[CH:36][CH:37]=1)[C:29]([OH:51])=[O:28]. The catalyst class is: 14. (3) Reactant: [CH2:1]1[O:13][C:12]2[CH:11]=[C:10]3[C:5]([C:6]([NH:14][CH2:15][CH2:16][N:17]([CH3:19])[CH3:18])=[CH:7][CH:8]=[N:9]3)=[CH:4][C:3]=2[O:2]1.C(Cl)(=O)[C:21](Cl)=[O:22].[I:26][C:27]1[CH:35]=[CH:34][C:33]([O:36][CH3:37])=[C:32]([O:38][CH3:39])[C:28]=1C(O)=O. Product: [CH2:1]1[O:13][C:12]2[CH:11]=[C:10]3[C:5]([C:6]([N:14]([CH2:15][CH2:16][N:17]([CH3:19])[CH3:18])[C:21](=[O:22])[C:35]4[CH:34]=[C:33]([O:36][CH3:37])[C:32]([O:38][CH3:39])=[CH:28][C:27]=4[I:26])=[CH:7][CH:8]=[N:9]3)=[CH:4][C:3]=2[O:2]1. The catalyst class is: 22. (4) Reactant: Cl.[CH3:2][N:3]1[C:11]2[C:6](=[CH:7][CH:8]=[CH:9][CH:10]=2)[C:5]2[CH2:12][CH2:13][NH:14][CH2:15][C:4]1=2.[NH2:16][C:17]1[CH:18]=[C:19]([CH:23]=[CH:24][CH:25]=1)[C:20](O)=[O:21].O.ON1C2C=CC=CC=2N=N1.C(N(C(C)C)CC)(C)C.C(Cl)CCl. Product: [NH2:16][C:17]1[CH:18]=[C:19]([CH:23]=[CH:24][CH:25]=1)[C:20]([N:14]1[CH2:13][CH2:12][C:5]2[C:6]3[C:11](=[CH:10][CH:9]=[CH:8][CH:7]=3)[N:3]([CH3:2])[C:4]=2[CH2:15]1)=[O:21]. The catalyst class is: 18. (5) Reactant: [Br:1][C:2]1[CH:11]=[C:10]([CH3:12])[CH:9]=[CH:8][C:3]=1[C:4]([O:6]C)=O.[Mg]([CH2:15][CH2:16][CH2:17][CH2:18][Mg]Br)Br. Product: [Br:1][C:2]1[CH:11]=[C:10]([CH3:12])[CH:9]=[CH:8][C:3]=1[C:4]1([OH:6])[CH2:18][CH2:17][CH2:16][CH2:15]1. The catalyst class is: 1. (6) Reactant: CCN(C(C)C)C(C)C.CCN=C=NCCCN(C)C.C1C=CC2N(O)N=NC=2C=1.Cl.Cl[CH2:33][C@@H:34]([CH3:54])[CH2:35]/[C:36](=[CH:40]\[C:41]1[CH:46]=[CH:45][C:44]([N:47]2[CH:51]=[C:50]([CH3:52])[N:49]=[CH:48]2)=[C:43]([F:53])[CH:42]=1)/[C:37]([OH:39])=O.Cl.[NH2:56][C@H:57]([C:61]1[CH:66]=[C:65]([F:67])[C:64]([F:68])=[C:63]([F:69])[CH:62]=1)[C@H:58]([OH:60])[CH3:59]. Product: [F:53][C:43]1[CH:42]=[C:41](/[CH:40]=[C:36]2/[C:37](=[O:39])[N:56]([C@H:57]([C:61]3[CH:62]=[C:63]([F:69])[C:64]([F:68])=[C:65]([F:67])[CH:66]=3)[C@H:58]([OH:60])[CH3:59])[CH2:33][C@@H:34]([CH3:54])[CH2:35]/2)[CH:46]=[CH:45][C:44]=1[N:47]1[CH:51]=[C:50]([CH3:52])[N:49]=[CH:48]1. The catalyst class is: 39. (7) Reactant: S(=O)(=O)(O)O.[CH3:6][OH:7].S(OC)(OC)(=O)=O.[Cl:15][C:16]1[CH:21]=[CH:20][CH:19]=[CH:18][C:17]=1[C@H:22]([N:26]1[CH2:31][CH2:30][C:29]2[S:32][CH:33]=[CH:34][C:28]=2[CH2:27]1)[C:23](N)=[O:24]. Product: [CH3:6][O:7][C:23](=[O:24])[C@@H:22]([N:26]1[CH2:31][CH2:30][C:29]2[S:32][CH:33]=[CH:34][C:28]=2[CH2:27]1)[C:17]1[CH:18]=[CH:19][CH:20]=[CH:21][C:16]=1[Cl:15]. The catalyst class is: 46. (8) Reactant: [CH3:1][O-].[Na+].[C:4]([O:12][CH3:13])(=[O:11])[CH2:5][CH2:6][C:7]([O:9]C)=[O:8].[CH2:14]([N:21]1[CH:25]=[CH:24][NH:23][C:22]1([CH3:28])C=O)[C:15]1[CH:20]=[CH:19][CH:18]=[CH:17][CH:16]=1. Product: [CH2:14]([N:21]1[C:25](/[CH:1]=[C:5](/[C:4]([O:12][CH3:13])=[O:11])\[CH2:6][C:7]([OH:9])=[O:8])=[CH:24][N:23]=[C:22]1[CH3:28])[C:15]1[CH:20]=[CH:19][CH:18]=[CH:17][CH:16]=1. The catalyst class is: 5. (9) Reactant: [CH3:1][C:2]1[N:3]([CH2:20][CH2:21][O:22][CH2:23][CH2:24][CH2:25][C:26]2[CH:27]=[N:28][CH:29]=[CH:30][CH:31]=2)[C:4]2[C:9]([CH3:10])=[C:8]([CH3:11])[N:7]=[C:6](OC3C=CC=CC=3)[C:5]=2[N:19]=1.C([O-])(=O)C.[NH4+:36]. Product: [CH3:1][C:2]1[N:3]([CH2:20][CH2:21][O:22][CH2:23][CH2:24][CH2:25][C:26]2[CH:27]=[N:28][CH:29]=[CH:30][CH:31]=2)[C:4]2[C:9]([CH3:10])=[C:8]([CH3:11])[N:7]=[C:6]([NH2:36])[C:5]=2[N:19]=1. The catalyst class is: 13. (10) Reactant: [BH4-].[Na+].[O:3]=[C:4]1[C:9]([CH2:10][C:11]2[CH:16]=[CH:15][C:14]([C:17]3[C:18]([C:23]#[N:24])=[CH:19][CH:20]=[CH:21][CH:22]=3)=[CH:13][CH:12]=2)=[C:8]([CH2:25][CH2:26][CH3:27])[N:7]2[N:28]=[CH:29][N:30]=[C:6]2[N:5]1[CH:31]1[CH2:36][CH2:35][C:34](=[O:37])[CH2:33][CH2:32]1.O1CCCC1.[Cl-].[NH4+]. Product: [OH:37][C@@H:34]1[CH2:35][CH2:36][C@H:31]([N:5]2[C:4](=[O:3])[C:9]([CH2:10][C:11]3[CH:16]=[CH:15][C:14]([C:17]4[C:18]([C:23]#[N:24])=[CH:19][CH:20]=[CH:21][CH:22]=4)=[CH:13][CH:12]=3)=[C:8]([CH2:25][CH2:26][CH3:27])[N:7]3[N:28]=[CH:29][N:30]=[C:6]23)[CH2:32][CH2:33]1. The catalyst class is: 5.